This data is from Reaction yield outcomes from USPTO patents with 853,638 reactions. The task is: Predict the reaction yield, written as a fraction of the theoretical maximum amount of product (1.0 means a 100% yield; for example, 0.34 means a 34% yield). (1) The reactants are Cl[C:2]1[N:7]=[C:6]([N:8]2[C@@H:12]([CH:13]([CH3:15])[CH3:14])[CH2:11][O:10][C:9]2=[O:16])[CH:5]=[CH:4][N:3]=1.[F:17][C:18]([F:28])([F:27])[CH:19]([C:21]1[CH:26]=[CH:25][CH:24]=[CH:23][CH:22]=1)[NH2:20].O.C1(C)C=CC(S(O)(=O)=O)=CC=1.CC#N. The catalyst is CCCCO. The product is [CH:13]([C@H:12]1[CH2:11][O:10][C:9](=[O:16])[N:8]1[C:6]1[CH:5]=[CH:4][N:3]=[C:2]([NH:20][CH:19]([C:21]2[CH:26]=[CH:25][CH:24]=[CH:23][CH:22]=2)[C:18]([F:17])([F:27])[F:28])[N:7]=1)([CH3:15])[CH3:14]. The yield is 0.250. (2) The reactants are Br[C:2]1[CH:3]=[CH:4][C:5]2[NH:6][C:7]3[C:12]([C:13]=2[CH:14]=1)=[CH:11][CH:10]=[CH:9][CH:8]=3.[C:15]1([N:21]2[C:33]3[CH:32]=[CH:31][C:30](B([O-])[O-])=[CH:29][C:28]=3[C:27]3[C:22]2=[CH:23][CH:24]=[CH:25][CH:26]=3)[CH:20]=[CH:19][CH:18]=[CH:17][CH:16]=1.COC(OC)(O)C.C(=O)([O-])[O-].[K+].[K+]. The catalyst is C1(C)C=CC=CC=1.C([O-])(=O)C.[Pd+2].C([O-])(=O)C.C1(C)C=CC=CC=1P(C1C=CC=CC=1C)C1C=CC=CC=1C. The product is [C:15]1([N:21]2[C:33]3[CH:32]=[CH:31][C:30]([C:2]4[CH:3]=[CH:4][C:5]5[NH:6][C:7]6[C:12]([C:13]=5[CH:14]=4)=[CH:11][CH:10]=[CH:9][CH:8]=6)=[CH:29][C:28]=3[C:27]3[C:22]2=[CH:23][CH:24]=[CH:25][CH:26]=3)[CH:20]=[CH:19][CH:18]=[CH:17][CH:16]=1. The yield is 0.800. (3) The reactants are Br[C:2]1[CH:7]=[C:6]([CH3:8])[C:5](Br)=[CH:4][C:3]=1[CH3:10].[C:11]1(B(O)O)[CH:16]=[CH:15][CH:14]=[CH:13][CH:12]=1.C([O-])([O-])=O.[Na+].[Na+].[CH3:26][CH2:27]O. The catalyst is C1C=CC([P]([Pd]([P](C2C=CC=CC=2)(C2C=CC=CC=2)C2C=CC=CC=2)([P](C2C=CC=CC=2)(C2C=CC=CC=2)C2C=CC=CC=2)[P](C2C=CC=CC=2)(C2C=CC=CC=2)C2C=CC=CC=2)(C2C=CC=CC=2)C2C=CC=CC=2)=CC=1.C1(C)C=CC=CC=1. The product is [C:11]1([C:2]2[CH:7]=[C:6]([CH3:8])[C:5]([C:27]3[CH:26]=[CH:4][CH:3]=[CH:2][CH:7]=3)=[CH:4][C:3]=2[CH3:10])[CH:16]=[CH:15][CH:14]=[CH:13][CH:12]=1. The yield is 0.840. (4) The reactants are [C:1]([O:4][CH2:5][CH:6]1[CH:11]=[CH:10][C@H:9]([NH:12][C:13]2[C:18]([N+:19]([O-])=O)=[CH:17][N:16]=[C:15]3[CH:22]=[CH:23][S:24][C:14]=23)[CH2:8][O:7]1)(=[O:3])[CH3:2]. The catalyst is [Pd].CO. The product is [C:1]([O:4][CH2:5][CH:6]1[CH2:11][CH2:10][C@H:9]([NH:12][C:13]2[C:18]([NH2:19])=[CH:17][N:16]=[C:15]3[CH:22]=[CH:23][S:24][C:14]=23)[CH2:8][O:7]1)(=[O:3])[CH3:2]. The yield is 0.750.